Dataset: Forward reaction prediction with 1.9M reactions from USPTO patents (1976-2016). Task: Predict the product of the given reaction. (1) Given the reactants Cl[CH2:2][C:3]1[CH:4]=[C:5]2[C:9](=[CH:10][CH:11]=1)[N:8]([C:12]([O:14][C:15]([CH3:18])([CH3:17])[CH3:16])=[O:13])[N:7]=[C:6]2[C:19]1[CH:24]=[CH:23][CH:22]=[C:21]([F:25])[CH:20]=1.[I-:26].[Na+], predict the reaction product. The product is: [F:25][C:21]1[CH:20]=[C:19]([C:6]2[C:5]3[C:9](=[CH:10][CH:11]=[C:3]([CH2:2][I:26])[CH:4]=3)[N:8]([C:12]([O:14][C:15]([CH3:17])([CH3:16])[CH3:18])=[O:13])[N:7]=2)[CH:24]=[CH:23][CH:22]=1. (2) The product is: [CH3:13][C:11]1[NH:10][N:9]=[C:8]([O:7][C:15]2[CH:16]=[CH:17][C:18]([N+:22]([O-:24])=[O:23])=[C:19]([CH3:21])[CH:20]=2)[CH:12]=1. Given the reactants C(=O)([O-])[O-].[K+].[K+].[OH:7][C:8]1[CH:12]=[C:11]([CH3:13])[NH:10][N:9]=1.F[C:15]1[CH:16]=[CH:17][C:18]([N+:22]([O-:24])=[O:23])=[C:19]([CH3:21])[CH:20]=1.Cl, predict the reaction product. (3) Given the reactants [CH2:1]1[CH2:3][CH:2]1[CH2:4][O:5][C:6]1[N:11]=[CH:10][C:9]([O:12][C@@H:13]2[CH2:17][CH2:16][NH:15][C:14]2=[O:18])=[CH:8][CH:7]=1.Br[C:20]1[CH:28]=[C:27]2[C:23]([CH2:24][CH2:25][C:26]2=[O:29])=[C:22]([F:30])[CH:21]=1, predict the reaction product. The product is: [CH:2]1([CH2:4][O:5][C:6]2[N:11]=[CH:10][C:9]([O:12][C@@H:13]3[CH2:17][CH2:16][N:15]([C:20]4[CH:28]=[C:27]5[C:23](=[C:22]([F:30])[CH:21]=4)[CH2:24][CH2:25][C:26]5=[O:29])[C:14]3=[O:18])=[CH:8][CH:7]=2)[CH2:3][CH2:1]1. (4) Given the reactants [Cl-].[NH4+].[CH2:3]([O:10][C:11]1[CH:16]=[CH:15][C:14]([C@@H:17]([OH:27])[C@@H:18]([NH:20][C:21](=[O:26])[C:22]([F:25])([F:24])[F:23])[CH3:19])=[CH:13][C:12]=1[N+:28]([O-])=O)[C:4]1[CH:9]=[CH:8][CH:7]=[CH:6][CH:5]=1, predict the reaction product. The product is: [NH2:28][C:12]1[CH:13]=[C:14]([C@@H:17]([OH:27])[C@@H:18]([NH:20][C:21](=[O:26])[C:22]([F:23])([F:24])[F:25])[CH3:19])[CH:15]=[CH:16][C:11]=1[O:10][CH2:3][C:4]1[CH:5]=[CH:6][CH:7]=[CH:8][CH:9]=1. (5) Given the reactants [Cl:1][C:2]1[CH:10]=[C:9]2[C:5]([C:6]([C:11]([N:13]3[CH2:18][CH2:17][CH:16]([C:19]4[C:27]5[O:26][CH2:25][CH2:24][C:23]=5[CH:22]=[CH:21][CH:20]=4)[CH2:15][CH2:14]3)=[O:12])=[CH:7][NH:8]2)=[CH:4][CH:3]=1.Cl[CH2:29][C:30]([N:32]([CH3:34])[CH3:33])=[O:31], predict the reaction product. The product is: [Cl:1][C:2]1[CH:10]=[C:9]2[C:5]([C:6]([C:11]([N:13]3[CH2:14][CH2:15][CH:16]([C:19]4[C:27]5[O:26][CH2:25][CH2:24][C:23]=5[CH:22]=[CH:21][CH:20]=4)[CH2:17][CH2:18]3)=[O:12])=[CH:7][N:8]2[CH2:29][C:30]([N:32]([CH3:34])[CH3:33])=[O:31])=[CH:4][CH:3]=1.